Dataset: Forward reaction prediction with 1.9M reactions from USPTO patents (1976-2016). Task: Predict the product of the given reaction. (1) Given the reactants [CH3:1][O:2][C:3]1[CH:4]=[C:5]2[C:10](=[CH:11][C:12]=1[O:13][CH3:14])[N:9]=[CH:8][N:7]=[C:6]2[O:15][C:16]1[CH:22]=[CH:21][C:19]([NH2:20])=[CH:18][CH:17]=1.Cl[C:24](Cl)([O:26]C(=O)OC(Cl)(Cl)Cl)Cl.[CH3:35][CH2:36][CH2:37][CH:38]([OH:42])[CH2:39][CH2:40][CH3:41].C(=O)(O)[O-].[Na+], predict the reaction product. The product is: [CH3:1][O:2][C:3]1[CH:4]=[C:5]2[C:10](=[CH:11][C:12]=1[O:13][CH3:14])[N:9]=[CH:8][N:7]=[C:6]2[O:15][C:16]1[CH:22]=[CH:21][C:19]([NH:20][C:24](=[O:26])[O:42][CH:38]([CH2:39][CH2:40][CH3:41])[CH2:37][CH2:36][CH3:35])=[CH:18][CH:17]=1. (2) Given the reactants C(Cl)CCl.C1C=CC2N(O)N=NC=2C=1.[CH2:15]([CH:17]([N:20]1[CH2:25][CH2:24][NH:23][CH2:22][CH2:21]1)[CH2:18][CH3:19])[CH3:16].[C:26]([O:30][C:31]([N:33]1[CH2:37][CH2:36][C@H:35]([C:38](O)=[O:39])[CH2:34]1)=[O:32])([CH3:29])([CH3:28])[CH3:27], predict the reaction product. The product is: [CH2:15]([CH:17]([N:20]1[CH2:25][CH2:24][N:23]([C:38]([C@H:35]2[CH2:36][CH2:37][N:33]([C:31]([O:30][C:26]([CH3:29])([CH3:28])[CH3:27])=[O:32])[CH2:34]2)=[O:39])[CH2:22][CH2:21]1)[CH2:18][CH3:19])[CH3:16]. (3) Given the reactants O.C1(C)C=CC(S(O)(=O)=O)=CC=1.[CH:13]([O:15][CH2:16][C:17]1([CH2:23][O:24][CH:25]=[CH2:26])[CH2:22][CH2:21][CH2:20][CH2:19][CH2:18]1)=[CH2:14].C(Cl)(Cl)Cl, predict the reaction product. The product is: [CH:25]([O:24][CH2:23][C:17]1([CH2:16][O:15][CH:13]=[CH2:14])[CH2:22][CH2:21][CH2:20][CH2:19][CH2:18]1)=[CH2:26]. (4) The product is: [CH3:41][CH2:40][CH2:39][CH2:38][CH2:37][CH2:36][CH2:35][CH2:34][CH2:33][CH2:32][CH2:31][CH2:30][O:29][S:12]([O-:15])(=[O:13])=[O:14].[Na+:16]. Given the reactants C1N(CCO)CCN(CC[S:12]([OH:15])(=[O:14])=[O:13])C1.[Na+:16].[Cl-].[Mg+2].[Cl-].[Cl-].C(S)[C@@H](O)[C@H](O)CS.[OH:29][CH:30]1[CH:35]([CH2:36][CH:37]=[C:38](C)[CH2:39][CH2:40][CH:41]=C(C)CCC=C(C)C)[CH:34](C)[C:33](=O)[C:32](OC)=[C:31]1OC, predict the reaction product. (5) Given the reactants [C:1]([N:4]1[CH2:13][CH2:12][C:11]2[C:6](=[CH:7][CH:8]=[C:9]([F:15])[C:10]=2[Br:14])[CH:5]1[CH2:16][C:17]([O:19]C)=O)(=[O:3])[CH3:2].C([N:24]1C=CC2C(=CC=C(F)C=2Br)C1CC(OC)=O)(=O)C.C([SiH](CC)CC)C.FC(F)(F)C(O)=O, predict the reaction product. The product is: [Br:14][C:10]1[C:9]([F:15])=[CH:8][CH:7]=[C:6]2[C:11]=1[CH2:12][CH2:13][N:4]1[C:1](=[O:3])[CH2:2][NH:24][C:17](=[O:19])[CH:16]=[C:5]12. (6) The product is: [CH3:3][N:4]1[CH2:9][CH2:8][CH2:7][C:6]([NH:11][C:16](=[O:17])[C:15]2[C:19]([S:27][CH3:28])=[CH:20][C:21]([C:23]([F:26])([F:24])[F:25])=[CH:22][C:14]=2[O:13][CH3:12])([CH3:10])[CH2:5]1. Given the reactants Cl.Cl.[CH3:3][N:4]1[CH2:9][CH2:8][CH2:7][C:6]([NH2:11])([CH3:10])[CH2:5]1.[CH3:12][O:13][C:14]1[CH:22]=[C:21]([C:23]([F:26])([F:25])[F:24])[CH:20]=[C:19]([S:27][CH3:28])[C:15]=1[C:16](Cl)=[O:17], predict the reaction product. (7) The product is: [C:22]([O:25][C:26]([CH3:31])([CH3:30])[C:27]([NH:21][NH:20][C:18]([C:15]1[CH:16]=[CH:17][C:12]2[O:11][CH:10]=[C:9]([C:3]3[CH:4]=[C:5]([F:8])[CH:6]=[CH:7][C:2]=3[F:1])[C:13]=2[CH:14]=1)=[O:19])=[O:28])(=[O:24])[CH3:23]. Given the reactants [F:1][C:2]1[CH:7]=[CH:6][C:5]([F:8])=[CH:4][C:3]=1[C:9]1[C:13]2[CH:14]=[C:15]([C:18]([NH:20][NH2:21])=[O:19])[CH:16]=[CH:17][C:12]=2[O:11][CH:10]=1.[C:22]([O:25][C:26]([CH3:31])([CH3:30])[C:27](Cl)=[O:28])(=[O:24])[CH3:23], predict the reaction product. (8) Given the reactants [H-].[Na+].Br[CH2:4][CH2:5][O:6][Si:7]([C:10]([CH3:13])([CH3:12])[CH3:11])([CH3:9])[CH3:8].[CH:14]([C:17]1[C:21]([O:22][C:23]2[CH:24]=[C:25]([C:31]#[N:32])[CH:26]=[C:27]([CH:30]=2)[C:28]#[N:29])=[C:20]([CH3:33])[NH:19][N:18]=1)([CH3:16])[CH3:15], predict the reaction product. The product is: [Si:7]([O:6][CH2:5][CH2:4][N:19]1[C:20]([CH3:33])=[C:21]([O:22][C:23]2[CH:24]=[C:25]([C:31]#[N:32])[CH:26]=[C:27]([CH:30]=2)[C:28]#[N:29])[C:17]([CH:14]([CH3:16])[CH3:15])=[N:18]1)([C:10]([CH3:13])([CH3:12])[CH3:11])([CH3:9])[CH3:8].